From a dataset of Forward reaction prediction with 1.9M reactions from USPTO patents (1976-2016). Predict the product of the given reaction. (1) Given the reactants [Cl:1][C:2]1[CH:7]=[CH:6][C:5]([S:8]([C:11]2([C:27]3[CH:32]=[C:31]([F:33])[CH:30]=[CH:29][C:28]=3[F:34])[CH2:16][CH2:15][CH:14]([NH:17][S:18]([N:21]3[CH2:25][CH2:24][C:23](=[O:26])[CH2:22]3)(=[O:20])=[O:19])[CH2:13][CH2:12]2)(=[O:10])=[O:9])=[CH:4][CH:3]=1.[CH3:35][Mg]Br, predict the reaction product. The product is: [Cl:1][C:2]1[CH:7]=[CH:6][C:5]([S:8]([C:11]2([C:27]3[CH:32]=[C:31]([F:33])[CH:30]=[CH:29][C:28]=3[F:34])[CH2:12][CH2:13][CH:14]([NH:17][S:18]([N:21]3[CH2:25][CH2:24][C:23]([OH:26])([CH3:35])[CH2:22]3)(=[O:20])=[O:19])[CH2:15][CH2:16]2)(=[O:10])=[O:9])=[CH:4][CH:3]=1. (2) Given the reactants [NH2:1][C:2]1[CH:7]=[CH:6][CH:5]=[C:4]([CH3:8])[CH:3]=1.[CH2:9]([O:11][C:12](=[O:26])[CH:13]([CH2:17][C:18](=O)[C:19]1[CH:24]=[CH:23][CH:22]=[CH:21][CH:20]=1)[C:14](=O)[CH3:15])[CH3:10].CC1C=CC(S(O)(=O)=O)=CC=1, predict the reaction product. The product is: [CH2:9]([O:11][C:12]([C:13]1[CH:17]=[C:18]([C:19]2[CH:20]=[CH:21][CH:22]=[CH:23][CH:24]=2)[N:1]([C:2]2[CH:3]=[C:4]([CH3:8])[CH:5]=[CH:6][CH:7]=2)[C:14]=1[CH3:15])=[O:26])[CH3:10]. (3) Given the reactants [Br:1][C:2]1[C:15]2[C:14](=O)[C:13]3[C:8](=[CH:9][CH:10]=[CH:11][CH:12]=3)[S:7][C:6]=2[C:5]([OH:17])=[CH:4][CH:3]=1.B.C1COCC1, predict the reaction product. The product is: [Br:1][C:2]1[C:15]2[CH2:14][C:13]3[C:8](=[CH:9][CH:10]=[CH:11][CH:12]=3)[S:7][C:6]=2[C:5]([OH:17])=[CH:4][CH:3]=1. (4) Given the reactants Br[C:2]1[N:6]([CH:7]([CH3:9])[CH3:8])[C:5]2[CH:10]([C:25]3[CH:30]=[CH:29][C:28]([Cl:31])=[CH:27][CH:26]=3)[N:11]([C:14]3[CH:15]=[C:16]([CH3:24])[C:17]4[N:21]=[N:20][N:19]([CH3:22])[C:18]=4[CH:23]=3)[C:12](=[O:13])[C:4]=2[N:3]=1.[O:32]1[CH2:37][CH:36]=[C:35](B2OC(C)(C)C(C)(C)O2)[CH2:34][CH2:33]1.C([O-])(O)=O.[Na+], predict the reaction product. The product is: [Cl:31][C:28]1[CH:29]=[CH:30][C:25]([CH:10]2[C:5]3[N:6]([CH:7]([CH3:9])[CH3:8])[C:2]([C:35]4[CH2:36][CH2:37][O:32][CH2:33][CH:34]=4)=[N:3][C:4]=3[C:12](=[O:13])[N:11]2[C:14]2[CH:15]=[C:16]([CH3:24])[C:17]3[N:21]=[N:20][N:19]([CH3:22])[C:18]=3[CH:23]=2)=[CH:26][CH:27]=1. (5) Given the reactants [C:1]([F:18])([F:17])([O:6][C:7]([F:16])([F:15])[C:8]([S:11]([OH:14])(=[O:13])=[O:12])([F:10])[F:9])[C:2]([F:5])([F:4])[F:3].[OH-].[Li+:20], predict the reaction product. The product is: [F:18][C:1]([F:17])([O:6][C:7]([F:15])([F:16])[C:8]([F:9])([F:10])[S:11]([O-:14])(=[O:13])=[O:12])[C:2]([F:5])([F:4])[F:3].[Li+:20].